From a dataset of NCI-60 drug combinations with 297,098 pairs across 59 cell lines. Regression. Given two drug SMILES strings and cell line genomic features, predict the synergy score measuring deviation from expected non-interaction effect. Drug 1: C(CC(=O)O)C(=O)CN.Cl. Drug 2: C1CN(CCN1C(=O)CCBr)C(=O)CCBr. Cell line: SF-295. Synergy scores: CSS=24.5, Synergy_ZIP=-10.3, Synergy_Bliss=-3.21, Synergy_Loewe=-1.30, Synergy_HSA=0.190.